From a dataset of Forward reaction prediction with 1.9M reactions from USPTO patents (1976-2016). Predict the product of the given reaction. (1) Given the reactants [CH:1]1([O:7][C:8]2[C:15]([F:16])=[CH:14][C:11]([CH:12]=[O:13])=[CH:10][C:9]=2[F:17])[CH2:6][CH2:5][CH2:4][CH2:3][CH2:2]1.[H-].[H-].[H-].[H-].[Li+].[Al+3], predict the reaction product. The product is: [CH:1]1([O:7][C:8]2[C:9]([F:17])=[CH:10][C:11]([CH2:12][OH:13])=[CH:14][C:15]=2[F:16])[CH2:2][CH2:3][CH2:4][CH2:5][CH2:6]1. (2) Given the reactants [CH2:1]([N:3]([CH2:61][CH3:62])[C:4]1[CH:9]=[CH:8][C:7]([NH:10][C:11]([C:13]2[CH:14]=[C:15]([C:19](=[O:40])[N:20]([CH3:39])[CH2:21][CH2:22][O:23][CH2:24][CH2:25][O:26][CH2:27][CH2:28][O:29][CH2:30][CH2:31][C:32]([O:34]C(C)(C)C)=[O:33])[CH:16]=[CH:17][CH:18]=2)=[O:12])=[C:6]([C:41]2[CH:46]=[C:45]([C:47](=[O:60])[NH:48][CH2:49][C:50]3[CH:55]=[CH:54][CH:53]=[C:52]([C:56]([F:59])([F:58])[F:57])[CH:51]=3)[CH:44]=[CH:43][N:42]=2)[CH:5]=1)[CH3:2].C(O)(C(F)(F)F)=O, predict the reaction product. The product is: [CH2:61]([N:3]([CH2:1][CH3:2])[C:4]1[CH:9]=[CH:8][C:7]([NH:10][C:11]([C:13]2[CH:14]=[C:15]([C:19](=[O:40])[N:20]([CH3:39])[CH2:21][CH2:22][O:23][CH2:24][CH2:25][O:26][CH2:27][CH2:28][O:29][CH2:30][CH2:31][C:32]([OH:34])=[O:33])[CH:16]=[CH:17][CH:18]=2)=[O:12])=[C:6]([C:41]2[CH:46]=[C:45]([C:47](=[O:60])[NH:48][CH2:49][C:50]3[CH:55]=[CH:54][CH:53]=[C:52]([C:56]([F:57])([F:59])[F:58])[CH:51]=3)[CH:44]=[CH:43][N:42]=2)[CH:5]=1)[CH3:62]. (3) Given the reactants [C:1]([O:4][C@H:5]1[C@H:10]([O:11][C:12](=[O:14])[CH3:13])[C@@H:9]([O:15][C:16](=[O:18])[CH3:17])[C@H:8]([C:19]2[CH:24]=[CH:23][C:22](Br)=[C:21]([CH2:26][C:27]3[S:28][C:29]([C:32]4[O:33][CH:34]=[CH:35][CH:36]=4)=[CH:30][N:31]=3)[CH:20]=2)[O:7][C@@H:6]1[CH2:37][O:38][C:39](=[O:41])[CH3:40])(=[O:3])[CH3:2].[Cu][C:43]#[N:44], predict the reaction product. The product is: [C:1]([O:4][C@H:5]1[C@H:10]([O:11][C:12](=[O:14])[CH3:13])[C@@H:9]([O:15][C:16](=[O:18])[CH3:17])[C@H:8]([C:19]2[CH:24]=[CH:23][C:22]([C:43]#[N:44])=[C:21]([CH2:26][C:27]3[S:28][C:29]([C:32]4[O:33][CH:34]=[CH:35][CH:36]=4)=[CH:30][N:31]=3)[CH:20]=2)[O:7][C@@H:6]1[CH2:37][O:38][C:39](=[O:41])[CH3:40])(=[O:3])[CH3:2]. (4) The product is: [CH3:5][O:4][N:3]([CH3:2])[C:28]([C:20]1[S:19][C:11]2[N:12]([C:13]3[CH:18]=[CH:17][CH:16]=[CH:15][CH:14]=3)[C:7](=[O:6])[CH:8]=[CH:9][C:10]=2[C:21]=1[C:22]1[CH:27]=[CH:26][CH:25]=[CH:24][CH:23]=1)=[O:29]. Given the reactants Cl.[CH3:2][NH:3][O:4][CH3:5].[O:6]=[C:7]1[N:12]([C:13]2[CH:18]=[CH:17][CH:16]=[CH:15][CH:14]=2)[C:11]2[S:19][C:20]([C:28](O)=[O:29])=[C:21]([C:22]3[CH:27]=[CH:26][CH:25]=[CH:24][CH:23]=3)[C:10]=2[CH:9]=[CH:8]1.C1C=CC2N(O)N=NC=2C=1.C(Cl)CCl.CN1CCOCC1, predict the reaction product. (5) Given the reactants [C:1]([C:3]1[CH:4]=[C:5]([C:13]2[S:14][C:15]([C:18]3[C:19]([CH2:31][CH3:32])=[C:20](/[CH:24]=[CH:25]/[C:26]([O:28][CH2:29][CH3:30])=[O:27])[CH:21]=[CH:22][CH:23]=3)=[CH:16][N:17]=2)[CH:6]=[CH:7][C:8]=1[O:9][CH:10]([CH3:12])[CH3:11])#[N:2], predict the reaction product. The product is: [C:1]([C:3]1[CH:4]=[C:5]([C:13]2[S:14][C:15]([C:18]3[C:19]([CH2:31][CH3:32])=[C:20]([CH2:24][CH2:25][C:26]([O:28][CH2:29][CH3:30])=[O:27])[CH:21]=[CH:22][CH:23]=3)=[CH:16][N:17]=2)[CH:6]=[CH:7][C:8]=1[O:9][CH:10]([CH3:12])[CH3:11])#[N:2].